Dataset: Forward reaction prediction with 1.9M reactions from USPTO patents (1976-2016). Task: Predict the product of the given reaction. (1) Given the reactants [C:1]([C:4]1[CH:14]=[CH:13][C:7]([C:8]([O:10][CH2:11][CH3:12])=[O:9])=[CH:6][CH:5]=1)(=O)[CH3:2].[C:15]([CH:19]1[CH2:24][CH2:23][CH:22]([NH2:25])[CH2:21][CH2:20]1)([CH3:18])([CH3:17])[CH3:16].[BH4-].[Na+], predict the reaction product. The product is: [C:15]([C@H:19]1[CH2:20][CH2:21][C@H:22]([NH:25][CH:1]([C:4]2[CH:14]=[CH:13][C:7]([C:8]([O:10][CH2:11][CH3:12])=[O:9])=[CH:6][CH:5]=2)[CH3:2])[CH2:23][CH2:24]1)([CH3:18])([CH3:16])[CH3:17]. (2) Given the reactants I[C:2]1[CH:7]=[CH:6][CH:5]=[CH:4][C:3]=1[C:8]1[CH:13]=[CH:12][CH:11]=[CH:10][CH:9]=1.[NH:14]1[C:22]2[C:17](=[CH:18][C:19]([CH2:23][N:24]3[CH2:29][CH2:28][CH:27]([C:30]4[CH:31]=[C:32]([NH:36][C:37](=[O:41])[CH:38]([CH3:40])[CH3:39])[CH:33]=[CH:34][CH:35]=4)[CH2:26][CH2:25]3)=[CH:20][CH:21]=2)[CH:16]=[CH:15]1, predict the reaction product. The product is: [C:3]1([C:8]2[CH:13]=[CH:12][CH:11]=[CH:10][CH:9]=2)[CH:4]=[CH:5][CH:6]=[CH:7][C:2]=1[N:14]1[C:22]2[C:17](=[CH:18][C:19]([CH2:23][N:24]3[CH2:29][CH2:28][CH:27]([C:30]4[CH:31]=[C:32]([NH:36][C:37](=[O:41])[CH:38]([CH3:39])[CH3:40])[CH:33]=[CH:34][CH:35]=4)[CH2:26][CH2:25]3)=[CH:20][CH:21]=2)[CH:16]=[CH:15]1. (3) Given the reactants [OH-].[NH4+:2].[CH2:3]([O:5][CH2:6][C:7]1[N:8]([CH2:32][CH2:33][CH3:34])[C:9]2[C:18]3[CH:17]=[C:16]([O:19][CH2:20][CH2:21][NH:22][C:23](=[O:29])[O:24][C:25]([CH3:28])([CH3:27])[CH3:26])[CH:15]=[CH:14][C:13]=3[N+:12]([O-])=[CH:11][C:10]=2[N:31]=1)[CH3:4].C1(C)C=CC(S(Cl)(=O)=O)=CC=1, predict the reaction product. The product is: [C:25]([O:24][C:23](=[O:29])[NH:22][CH2:21][CH2:20][O:19][C:16]1[CH:15]=[CH:14][C:13]2[N:12]=[C:11]([NH2:2])[C:10]3[N:31]=[C:7]([CH2:6][O:5][CH2:3][CH3:4])[N:8]([CH2:32][CH2:33][CH3:34])[C:9]=3[C:18]=2[CH:17]=1)([CH3:28])([CH3:27])[CH3:26]. (4) Given the reactants C([Li])CCC.Br[C:7]1[CH:8]=[C:9]([CH:19]=[CH:20][CH:21]=1)[CH2:10][N:11]1[CH2:16][CH2:15][C:14]([F:18])([F:17])[CH2:13][CH2:12]1.[N:22]([C:31]([O:33][C:34]([CH3:37])([CH3:36])[CH3:35])=[O:32])=[N:23][C:24]([O:26][C:27]([CH3:30])([CH3:29])[CH3:28])=[O:25], predict the reaction product. The product is: [F:17][C:14]1([F:18])[CH2:15][CH2:16][N:11]([CH2:10][C:9]2[CH:8]=[C:7]([N:22]([C:31]([O:33][C:34]([CH3:37])([CH3:36])[CH3:35])=[O:32])[NH:23][C:24]([O:26][C:27]([CH3:28])([CH3:29])[CH3:30])=[O:25])[CH:21]=[CH:20][CH:19]=2)[CH2:12][CH2:13]1. (5) Given the reactants [NH2:1][CH2:2][CH2:3][CH2:4][S:5]([NH2:8])(=[O:7])=[O:6].[Cl:9][C:10]1[CH:15]=[CH:14][C:13]([C:16](=O)[C:17]2[CH:22]=[C:21]([F:23])[CH:20]=[CH:19][C:18]=2[OH:24])=[CH:12][CH:11]=1, predict the reaction product. The product is: [Cl:9][C:10]1[CH:11]=[CH:12][C:13](/[C:16](=[N:1]\[CH2:2][CH2:3][CH2:4][S:5]([NH2:8])(=[O:7])=[O:6])/[C:17]2[CH:22]=[C:21]([F:23])[CH:20]=[CH:19][C:18]=2[OH:24])=[CH:14][CH:15]=1.